Dataset: Full USPTO retrosynthesis dataset with 1.9M reactions from patents (1976-2016). Task: Predict the reactants needed to synthesize the given product. (1) Given the product [Cl:1][C:2]1[CH:3]=[CH:4][C:5]([C@@H:8]([C:49]2[CH:50]=[N:51][C:52]([O:55][CH3:56])=[CH:53][CH:54]=2)[C@H:9]([NH:44][C:45](=[O:46])[O:47][CH3:48])[C:10]([NH:12][C:13]2[CH:42]=[CH:41][CH:40]=[C:39]([F:43])[C:14]=2[CH2:15][CH2:16][C@H:17]2[CH2:18][NH:19][CH2:20][CH2:21][N:22]2[S:23]([C:26]2[CH:31]=[CH:30][CH:29]=[CH:28][CH:27]=2)(=[O:25])=[O:24])=[O:11])=[CH:6][CH:7]=1, predict the reactants needed to synthesize it. The reactants are: [Cl:1][C:2]1[CH:7]=[CH:6][C:5]([C@@H:8]([C:49]2[CH:50]=[N:51][C:52]([O:55][CH3:56])=[CH:53][CH:54]=2)[C@H:9]([NH:44][C:45]([O:47][CH3:48])=[O:46])[C:10]([NH:12][C:13]2[CH:42]=[CH:41][CH:40]=[C:39]([F:43])[C:14]=2[CH2:15][CH2:16][C@@H:17]2[N:22]([S:23]([C:26]3[CH:31]=[CH:30][CH:29]=[CH:28][CH:27]=3)(=[O:25])=[O:24])[CH2:21][CH2:20][N:19](C(OC(C)(C)C)=O)[CH2:18]2)=[O:11])=[CH:4][CH:3]=1.C(O)(C(F)(F)F)=O. (2) Given the product [F:3][C:4]1[CH:5]=[C:6]([NH:11][C:12]2[O:16][C:15]([C:17]([NH:19][C:20]3[CH:21]=[CH:22][C:23]([O:26][C:27]4[CH:36]=[CH:35][C:30]([C:31]([OH:33])=[O:32])=[CH:29][CH:28]=4)=[N:24][CH:25]=3)=[O:18])=[N:14][N:13]=2)[CH:7]=[CH:8][C:9]=1[F:10], predict the reactants needed to synthesize it. The reactants are: [OH-].[Na+].[F:3][C:4]1[CH:5]=[C:6]([NH:11][C:12]2[O:16][C:15]([C:17]([NH:19][C:20]3[CH:21]=[CH:22][C:23]([O:26][C:27]4[CH:36]=[CH:35][C:30]([C:31]([O:33]C)=[O:32])=[CH:29][CH:28]=4)=[N:24][CH:25]=3)=[O:18])=[N:14][N:13]=2)[CH:7]=[CH:8][C:9]=1[F:10].Cl.